Dataset: Full USPTO retrosynthesis dataset with 1.9M reactions from patents (1976-2016). Task: Predict the reactants needed to synthesize the given product. (1) The reactants are: C(OC(=O)C1C=C(Cl)C(CN2CC[C@@H](N)C2)=CC=1N)C.[C:21]([O:25][C:26]([N:28]1[CH2:33][CH2:32][N:31]([CH2:34][C:35]2[CH:40]=[C:39]([NH2:41])[C:38]([C:42]([O:44][CH2:45][CH3:46])=[O:43])=[CH:37][C:36]=2[Cl:47])[CH2:30][CH2:29]1)=[O:27])([CH3:24])([CH3:23])[CH3:22]. Given the product [CH2:45]([O:44][C:42](=[O:43])[C:38]1[CH:37]=[C:36]([Cl:47])[C:35]([CH2:34][N:31]2[CH2:32][CH2:33][C@@H:29]([NH:28][C:26]([O:25][C:21]([CH3:24])([CH3:23])[CH3:22])=[O:27])[CH2:30]2)=[CH:40][C:39]=1[NH2:41])[CH3:46], predict the reactants needed to synthesize it. (2) Given the product [CH2:9]([C:10]1[N:15]([CH2:16][CH2:17][C:7]2[CH:16]=[CH:17][CH:7]=[CH:8][CH:9]=2)[C:1](=[O:4])[C:13]2[C:12](=[C:12]([C:25]3[CH:26]=[CH:27][C:22]([C:18]([O:20][CH3:21])=[O:19])=[CH:23][CH:24]=3)[CH:13]=[CH:14][CH:14]=2)[N:11]=1)[CH3:8], predict the reactants needed to synthesize it. The reactants are: [C:1](=[O:4])([O-])[O-].[Cs+].[Cs+].[CH2:7]1[CH2:17][CH2:16][N:15]2[C:10](=[N:11][CH2:12][CH2:13][CH2:14]2)[CH2:9][CH2:8]1.[C:18]([C:22]1[CH:27]=[CH:26][C:25](B(O)O)=[CH:24][CH:23]=1)([O:20][CH3:21])=[O:19]. (3) Given the product [Cl:47][C:48]1[CH:53]=[C:52]([CH:54]2[CH2:55][C:56]([C:62]3[CH:63]=[C:64]([Cl:69])[CH:65]=[C:66]([Cl:68])[CH:67]=3)([C:57]([F:60])([F:59])[F:58])[O:61][CH:6]2[OH:15])[CH:51]=[CH:50][C:49]=1[CH2:70][N:71]1[C:72](=[O:81])[C:73]2[C:78](=[CH:77][CH:76]=[CH:75][CH:74]=2)[C:79]1=[O:80], predict the reactants needed to synthesize it. The reactants are: C(C1C=C(C(C)(C)C)C=C[C:6]=1[O:15]P(OC1C=CC(C(C)(C)C)=CC=1C(C)(C)C)OC1C=CC(C(C)(C)C)=CC=1C(C)(C)C)(C)(C)C.[Cl:47][C:48]1[CH:53]=[C:52](/[CH:54]=[CH:55]/[C:56]([C:62]2[CH:67]=[C:66]([Cl:68])[CH:65]=[C:64]([Cl:69])[CH:63]=2)([OH:61])[C:57]([F:60])([F:59])[F:58])[CH:51]=[CH:50][C:49]=1[CH2:70][N:71]1[C:79](=[O:80])[C:78]2[C:73](=[CH:74][CH:75]=[CH:76][CH:77]=2)[C:72]1=[O:81]. (4) Given the product [Br:5][C:6]1[CH:7]=[C:8]2[C:13](=[CH:14][C:15]=1[CH2:16][N:17]1[CH2:18][CH2:19][N:20]([CH2:4][C:3]#[CH:2])[CH2:21][CH2:22]1)[N:12]=[CH:11][N:10]([CH2:23][C:24]1[CH:29]=[C:28]([Cl:30])[CH:27]=[CH:26][C:25]=1[S:31]([CH2:34][CH3:35])(=[O:32])=[O:33])[C:9]2=[O:36], predict the reactants needed to synthesize it. The reactants are: Br[CH2:2][C:3]#[CH:4].[Br:5][C:6]1[CH:7]=[C:8]2[C:13](=[CH:14][C:15]=1[CH2:16][N:17]1[CH2:22][CH2:21][NH:20][CH2:19][CH2:18]1)[N:12]=[CH:11][N:10]([CH2:23][C:24]1[CH:29]=[C:28]([Cl:30])[CH:27]=[CH:26][C:25]=1[S:31]([CH2:34][CH3:35])(=[O:33])=[O:32])[C:9]2=[O:36].CCN(C(C)C)C(C)C.O. (5) The reactants are: Cl.[CH:2]([C:5]1[S:14][C:13]2[NH:12][C:11]3[CH:15]=[CH:16][CH:17]=[CH:18][C:10]=3[N:9]=[C:8]([NH2:19])[C:7]=2[CH:6]=1)([CH3:4])[CH3:3].[CH3:20][O:21][CH2:22][CH2:23][C@H:24]1[CH2:29]N[CH2:27][CH2:26][NH:25]1.C(N(C(C)C)CC)(C)C. Given the product [CH3:20][O:21][CH2:22][CH2:23][C@@H:24]1[NH:25][CH2:26][CH2:27][N:19]([C:8]2[C:7]3[CH:6]=[C:5]([CH:2]([CH3:4])[CH3:3])[S:14][C:13]=3[NH:12][C:11]3[CH:15]=[CH:16][CH:17]=[CH:18][C:10]=3[N:9]=2)[CH2:29]1, predict the reactants needed to synthesize it.